From a dataset of NCI-60 drug combinations with 297,098 pairs across 59 cell lines. Regression. Given two drug SMILES strings and cell line genomic features, predict the synergy score measuring deviation from expected non-interaction effect. (1) Drug 1: CCCCCOC(=O)NC1=NC(=O)N(C=C1F)C2C(C(C(O2)C)O)O. Drug 2: CNC(=O)C1=NC=CC(=C1)OC2=CC=C(C=C2)NC(=O)NC3=CC(=C(C=C3)Cl)C(F)(F)F. Cell line: HOP-92. Synergy scores: CSS=-2.98, Synergy_ZIP=0.915, Synergy_Bliss=-2.40, Synergy_Loewe=-3.06, Synergy_HSA=-5.34. (2) Drug 1: CNC(=O)C1=CC=CC=C1SC2=CC3=C(C=C2)C(=NN3)C=CC4=CC=CC=N4. Drug 2: CC1C(C(CC(O1)OC2CC(CC3=C2C(=C4C(=C3O)C(=O)C5=C(C4=O)C(=CC=C5)OC)O)(C(=O)C)O)N)O.Cl. Cell line: SK-MEL-28. Synergy scores: CSS=0.229, Synergy_ZIP=-3.65, Synergy_Bliss=4.30, Synergy_Loewe=-15.5, Synergy_HSA=1.19. (3) Drug 1: COC1=CC(=CC(=C1O)OC)C2C3C(COC3=O)C(C4=CC5=C(C=C24)OCO5)OC6C(C(C7C(O6)COC(O7)C8=CC=CS8)O)O. Drug 2: CC(C)NC(=O)C1=CC=C(C=C1)CNNC.Cl. Cell line: SF-539. Synergy scores: CSS=48.6, Synergy_ZIP=2.40, Synergy_Bliss=4.40, Synergy_Loewe=-50.6, Synergy_HSA=4.45. (4) Drug 1: CC(C1=C(C=CC(=C1Cl)F)Cl)OC2=C(N=CC(=C2)C3=CN(N=C3)C4CCNCC4)N. Drug 2: C1=CC(=C2C(=C1NCCNCCO)C(=O)C3=C(C=CC(=C3C2=O)O)O)NCCNCCO. Cell line: SF-295. Synergy scores: CSS=70.1, Synergy_ZIP=12.1, Synergy_Bliss=10.8, Synergy_Loewe=4.96, Synergy_HSA=14.2. (5) Drug 1: C1=CC(=CC=C1C#N)C(C2=CC=C(C=C2)C#N)N3C=NC=N3. Drug 2: CCN(CC)CCCC(C)NC1=C2C=C(C=CC2=NC3=C1C=CC(=C3)Cl)OC. Synergy scores: CSS=28.1, Synergy_ZIP=-1.12, Synergy_Bliss=2.61, Synergy_Loewe=0.570, Synergy_HSA=0.487. Cell line: HCC-2998. (6) Drug 1: COC1=NC(=NC2=C1N=CN2C3C(C(C(O3)CO)O)O)N. Drug 2: C1=CC=C(C=C1)NC(=O)CCCCCCC(=O)NO. Cell line: EKVX. Synergy scores: CSS=0.346, Synergy_ZIP=-2.58, Synergy_Bliss=-4.13, Synergy_Loewe=-4.46, Synergy_HSA=-3.88. (7) Drug 1: CNC(=O)C1=CC=CC=C1SC2=CC3=C(C=C2)C(=NN3)C=CC4=CC=CC=N4. Drug 2: C1CC(=O)NC(=O)C1N2CC3=C(C2=O)C=CC=C3N. Cell line: SNB-19. Synergy scores: CSS=3.44, Synergy_ZIP=-1.33, Synergy_Bliss=-2.17, Synergy_Loewe=-0.636, Synergy_HSA=-0.970.